Dataset: Full USPTO retrosynthesis dataset with 1.9M reactions from patents (1976-2016). Task: Predict the reactants needed to synthesize the given product. (1) Given the product [Cl:24][C:25]1[CH:30]=[CH:29][C:28]([C:31]2[NH:12][C:11]3[N:10]([N:9]=[CH:8][C:7]=3[C:6]3[N:2]([CH3:1])[N:3]=[CH:4][CH:5]=3)[C:33](=[O:34])[CH:32]=2)=[CH:27][C:26]=1[O:39][CH3:40], predict the reactants needed to synthesize it. The reactants are: [CH3:1][N:2]1[C:6]([C:7]2[CH:8]=[N:9][NH:10][C:11]=2[NH2:12])=[CH:5][CH:4]=[N:3]1.CC1C=CC(S(O)(=O)=O)=CC=1.[Cl:24][C:25]1[CH:30]=[CH:29][C:28]([C:31](=O)[CH2:32][C:33](OCC)=[O:34])=[CH:27][C:26]=1[O:39][CH3:40]. (2) Given the product [CH2:1]([O:3][C:4]([C:6]1[C:7]2[CH:18]=[C:17]([CH2:19][CH2:20][CH2:21][CH3:22])[CH:16]=[C:15]([OH:23])[C:8]=2[S:9][C:10]=1[NH2:11])=[O:5])[CH3:2], predict the reactants needed to synthesize it. The reactants are: [CH2:1]([O:3][C:4]([C:6]1[C:7]2[CH:18]=[C:17]([CH2:19][CH2:20][CH2:21][CH3:22])[CH:16]=[C:15]([OH:23])[C:8]=2[S:9][C:10]=1[NH:11]C(=O)C)=[O:5])[CH3:2].OS(O)(=O)=O. (3) Given the product [CH:2]([C:3]1[O:12][N:15]=[C:5]([C:6]([O:8][CH2:9][CH3:10])=[O:7])[CH:4]=1)([CH3:13])[CH3:1], predict the reactants needed to synthesize it. The reactants are: [CH3:1][CH:2]([CH3:13])[C:3](=[O:12])[CH2:4][C:5](=O)[C:6]([O:8][CH2:9][CH3:10])=[O:7].Cl.[NH2:15]O. (4) Given the product [C:3]1([C:2]2[N:1]=[C:11]([C@@H:13]3[CH2:17][CH2:16][C@H:15]([NH:18][C:19](=[O:25])[O:20][C:21]([CH3:24])([CH3:23])[CH3:22])[CH2:14]3)[O:10][N:9]=2)[CH:8]=[CH:7][CH:6]=[CH:5][CH:4]=1, predict the reactants needed to synthesize it. The reactants are: [NH2:1]/[C:2](=[N:9]\[O:10][C:11]([C@@H:13]1[CH2:17][CH2:16][C@H:15]([NH:18][C:19](=[O:25])[O:20][C:21]([CH3:24])([CH3:23])[CH3:22])[CH2:14]1)=O)/[C:3]1[CH:8]=[CH:7][CH:6]=[CH:5][CH:4]=1.C([O-])(=O)C.[Na+]. (5) Given the product [CH:7]1[C:6]([OH:8])=[C:5]([CH:9]([CH3:11])[CH3:10])[CH:4]=[CH:3][C:2]=1[CH3:1], predict the reactants needed to synthesize it. The reactants are: [CH3:1][C@H:2]1[CH2:7][CH:6]([OH:8])[C@@H:5]([CH:9]([CH3:11])[CH3:10])[CH2:4][CH2:3]1.C1(C)CCC(C(C)C)C(O)C1.C[C@H]1C[C@@H](O)[C@@H](C(C)C)CC1.C[C@H]1C[C@H](O)[C@@H](C(C)C)CC1. (6) Given the product [C:8]([O:7][P:1]([O:3][CH2:4][CH2:5][N:23]1[CH2:22][CH2:21][N:20]([C:24]([O:26][CH2:27][C:28]2[CH:29]=[CH:30][CH:31]=[CH:32][CH:33]=2)=[O:25])[CH2:19][C:18]1=[O:17])([O:12][C:13]([CH3:16])([CH3:15])[CH3:14])=[O:2])([CH3:11])([CH3:10])[CH3:9], predict the reactants needed to synthesize it. The reactants are: [P:1]([O:12][C:13]([CH3:16])([CH3:15])[CH3:14])([O:7][C:8]([CH3:11])([CH3:10])[CH3:9])([O:3][CH2:4][CH2:5]Br)=[O:2].[O:17]=[C:18]1[NH:23][CH2:22][CH2:21][N:20]([C:24]([O:26][CH2:27][C:28]2[CH:33]=[CH:32][CH:31]=[CH:30][CH:29]=2)=[O:25])[CH2:19]1.[OH-].[K+].